From a dataset of Catalyst prediction with 721,799 reactions and 888 catalyst types from USPTO. Predict which catalyst facilitates the given reaction. (1) Reactant: [Br:1][C:2]1[CH:7]=[CH:6][C:5]([NH:8][C:9]2[C:17]([C:18]([OH:20])=O)=[CH:16][CH:15]=[C:14]3[C:10]=2[CH:11]=[N:12][NH:13]3)=[C:4]([F:21])[CH:3]=1.[CH:22]([O:24][CH2:25][CH2:26][O:27][NH2:28])=[CH2:23].CCN=C=NCCCN(C)C.C1C=CC2N(O)N=NC=2C=1.CCN(C(C)C)C(C)C. Product: [CH:22]([O:24][CH2:25][CH2:26][O:27][NH:28][C:18]([C:17]1[C:9]([NH:8][C:5]2[CH:6]=[CH:7][C:2]([Br:1])=[CH:3][C:4]=2[F:21])=[C:10]2[C:14](=[CH:15][CH:16]=1)[NH:13][N:12]=[CH:11]2)=[O:20])=[CH2:23]. The catalyst class is: 3. (2) Reactant: [C:1]([NH2:5])([CH3:4])([CH3:3])[CH3:2].Br[CH2:7][C:8]1[N:9]=[CH:10][S:11][C:12]=1[CH2:13]Br. Product: [C:1]([N:5]1[CH2:13][C:12]2[S:11][CH:10]=[N:9][C:8]=2[CH2:7]1)([CH3:4])([CH3:3])[CH3:2]. The catalyst class is: 12. (3) Reactant: Cl[C:2]([O:4][C:5]1[CH:10]=[CH:9][CH:8]=[CH:7][CH:6]=1)=[O:3].[I:11][C:12]1[CH:13]=[N:14][NH:15][CH:16]=1.O. Product: [I:11][C:12]1[CH:13]=[N:14][N:15]([C:2]([O:4][C:5]2[CH:10]=[CH:9][CH:8]=[CH:7][CH:6]=2)=[O:3])[CH:16]=1. The catalyst class is: 2. (4) Reactant: [CH3:1][C:2]1[N:7]=[C:6]([NH:8][C:9]([C:11]23[CH2:18][C:15]([NH:19]C(=O)OCC4C=CC=CC=4)([CH2:16][CH2:17]2)[CH2:14][CH2:13][CH2:12]3)=[O:10])[CH:5]=[CH:4][N:3]=1. Product: [NH2:19][C:15]12[CH2:18][C:11]([C:9]([NH:8][C:6]3[CH:5]=[CH:4][N:3]=[C:2]([CH3:1])[N:7]=3)=[O:10])([CH2:17][CH2:16]1)[CH2:12][CH2:13][CH2:14]2. The catalyst class is: 844. (5) The catalyst class is: 1. Reactant: [Cl:1][C:2]1[CH:3]=[C:4]([CH3:27])[C:5]([CH2:8][N:9]([CH2:16][C:17]2[C:26]3[C:21](=[CH:22][CH:23]=[CH:24][CH:25]=3)[CH:20]=[CH:19][N:18]=2)[CH:10]2[CH2:15][CH2:14][NH:13][CH2:12][CH2:11]2)=[N:6][CH:7]=1.[O:28]([C:35]([NH:37][OH:38])=O)C1C=CC=CC=1. Product: [OH:38][NH:37][C:35]([N:13]1[CH2:14][CH2:15][CH:10]([N:9]([CH2:8][C:5]2[C:4]([CH3:27])=[CH:3][C:2]([Cl:1])=[CH:7][N:6]=2)[CH2:16][C:17]2[C:26]3[C:21](=[CH:22][CH:23]=[CH:24][CH:25]=3)[CH:20]=[CH:19][N:18]=2)[CH2:11][CH2:12]1)=[O:28]. (6) Reactant: C(N(CC)CC)C.[NH2:8][C:9]1[N:17]=[C:16]([CH3:18])[CH:15]=[CH:14][C:10]=1[C:11]([OH:13])=O.[CH3:19][O:20][C:21]1[CH:26]=[CH:25][C:24]([O:27][C:28]2[CH:35]=[CH:34][C:31]([CH2:32][NH2:33])=[CH:30][CH:29]=2)=[CH:23][CH:22]=1.CN([P+](ON1N=NC2C=CC=CC1=2)(N(C)C)N(C)C)C.F[P-](F)(F)(F)(F)F. Product: [CH3:19][O:20][C:21]1[CH:22]=[CH:23][C:24]([O:27][C:28]2[CH:35]=[CH:34][C:31]([CH2:32][NH:33][C:11](=[O:13])[C:10]3[CH:14]=[CH:15][C:16]([CH3:18])=[N:17][C:9]=3[NH2:8])=[CH:30][CH:29]=2)=[CH:25][CH:26]=1. The catalyst class is: 136. (7) Reactant: Cl[C:2]1[N:7]=[CH:6][N:5]=[C:4]([NH:8][C:9]2[CH:10]=[C:11]([CH2:15][C:16]([NH2:18])=[O:17])[CH:12]=[CH:13][CH:14]=2)[N:3]=1.[Cl:19][C:20]1[NH:21][C:22]2[CH:28]=[CH:27][CH:26]=[CH:25][C:23]=2[N:24]=1.C(=O)([O-])[O-].[K+].[K+]. Product: [Cl:19][C:20]1[N:24]([C:2]2[N:7]=[CH:6][N:5]=[C:4]([NH:8][C:9]3[CH:10]=[C:11]([CH2:15][C:16]([NH2:18])=[O:17])[CH:12]=[CH:13][CH:14]=3)[N:3]=2)[C:23]2[CH:25]=[CH:26][CH:27]=[CH:28][C:22]=2[N:21]=1. The catalyst class is: 751.